This data is from Full USPTO retrosynthesis dataset with 1.9M reactions from patents (1976-2016). The task is: Predict the reactants needed to synthesize the given product. (1) Given the product [CH3:1][O:2][CH2:3][C@H:4]([O:6][C:7]1[CH:16]=[C:15]2[C:10]([CH:11]=[CH:12][C:13]([CH:17]=[O:19])=[N:14]2)=[CH:9][CH:8]=1)[CH3:5], predict the reactants needed to synthesize it. The reactants are: [CH3:1][O:2][CH2:3][C@H:4]([O:6][C:7]1[CH:16]=[C:15]2[C:10]([CH:11]=[CH:12][C:13]([CH3:17])=[N:14]2)=[CH:9][CH:8]=1)[CH3:5].[Se](=O)=[O:19]. (2) The reactants are: [ClH:1].C(OCC)C.[CH2:7]1[O:36][C:35]2[CH:34]=[CH:33][C:11]([CH2:12][CH2:13][N:14]([CH2:16][CH2:17][N:18]3[C:24]4[CH:25]=[CH:26][CH:27]=[CH:28][C:23]=4[CH2:22][O:21][C:20]4[CH:29]=[CH:30][CH:31]=[CH:32][C:19]3=4)[CH3:15])=[CH:10][C:9]=2[O:8]1. Given the product [ClH:1].[CH3:15][N:14]([CH2:16][CH2:17][N:18]1[C:24]2[CH:25]=[CH:26][CH:27]=[CH:28][C:23]=2[CH2:22][O:21][C:20]2[CH:29]=[CH:30][CH:31]=[CH:32][C:19]1=2)[CH2:13][CH2:12][C:11]1[CH:33]=[CH:34][C:35]2[O:36][CH2:7][O:8][C:9]=2[CH:10]=1, predict the reactants needed to synthesize it.